This data is from NCI-60 drug combinations with 297,098 pairs across 59 cell lines. The task is: Regression. Given two drug SMILES strings and cell line genomic features, predict the synergy score measuring deviation from expected non-interaction effect. (1) Drug 1: CC1OCC2C(O1)C(C(C(O2)OC3C4COC(=O)C4C(C5=CC6=C(C=C35)OCO6)C7=CC(=C(C(=C7)OC)O)OC)O)O. Drug 2: CC1C(C(CC(O1)OC2CC(CC3=C2C(=C4C(=C3O)C(=O)C5=CC=CC=C5C4=O)O)(C(=O)C)O)N)O. Cell line: NCI-H522. Synergy scores: CSS=65.6, Synergy_ZIP=1.50, Synergy_Bliss=1.56, Synergy_Loewe=3.18, Synergy_HSA=5.58. (2) Drug 1: CC(C1=C(C=CC(=C1Cl)F)Cl)OC2=C(N=CC(=C2)C3=CN(N=C3)C4CCNCC4)N. Drug 2: C1=NC2=C(N=C(N=C2N1C3C(C(C(O3)CO)O)F)Cl)N. Cell line: EKVX. Synergy scores: CSS=13.3, Synergy_ZIP=0.187, Synergy_Bliss=-4.42, Synergy_Loewe=-13.1, Synergy_HSA=-5.44. (3) Drug 1: CN(C)C1=NC(=NC(=N1)N(C)C)N(C)C. Drug 2: C1CCC(C(C1)N)N.C(=O)(C(=O)[O-])[O-].[Pt+4]. Cell line: A549. Synergy scores: CSS=5.32, Synergy_ZIP=-3.31, Synergy_Bliss=-2.20, Synergy_Loewe=-20.4, Synergy_HSA=-5.89. (4) Drug 1: C1=NC2=C(N1)C(=S)N=C(N2)N. Drug 2: C1C(C(OC1N2C=NC3=C(N=C(N=C32)Cl)N)CO)O. Cell line: OVCAR3. Synergy scores: CSS=42.8, Synergy_ZIP=-3.15, Synergy_Bliss=-4.83, Synergy_Loewe=-5.77, Synergy_HSA=-4.34.